This data is from Full USPTO retrosynthesis dataset with 1.9M reactions from patents (1976-2016). The task is: Predict the reactants needed to synthesize the given product. (1) Given the product [CH2:1]([NH:3][CH2:6][CH2:5][C:4]([O:8][CH2:9][CH3:10])=[O:7])[CH3:2], predict the reactants needed to synthesize it. The reactants are: [CH2:1]([NH2:3])[CH3:2].[C:4]([O:8][CH2:9][CH3:10])(=[O:7])[CH:5]=[CH2:6]. (2) Given the product [C:1]([O:5][C:6]([CH2:8][NH:9][CH:17]([CH2:46][C:47]1[CH:52]=[CH:51][C:50]([NH:53][C:54]([O:56][C:57]([CH3:60])([CH3:59])[CH3:58])=[O:55])=[CH:49][CH:48]=1)[CH2:18][N:19]([CH2:38][C:39]([O:41][C:42]([CH3:43])([CH3:44])[CH3:45])=[O:40])[CH2:20][CH2:21][NH:22][CH2:30][C:31]([O:33][C:34]([CH3:37])([CH3:36])[CH3:35])=[O:32])=[O:7])([CH3:2])([CH3:3])[CH3:4], predict the reactants needed to synthesize it. The reactants are: [C:1]([O:5][C:6]([CH2:8][N:9]([CH:17]([CH2:46][C:47]1[CH:52]=[CH:51][C:50]([NH:53][C:54]([O:56][C:57]([CH3:60])([CH3:59])[CH3:58])=[O:55])=[CH:49][CH:48]=1)[CH2:18][N:19]([CH2:38][C:39]([O:41][C:42]([CH3:45])([CH3:44])[CH3:43])=[O:40])[CH2:20][CH2:21][N:22]([CH2:30][C:31]([O:33][C:34]([CH3:37])([CH3:36])[CH3:35])=[O:32])CC1C=CC=CC=1)CC1C=CC=CC=1)=[O:7])([CH3:4])([CH3:3])[CH3:2].C([O-])=O.[NH4+]. (3) Given the product [CH:10]1([C:13]2[C:14]([O:23][CH2:24][CH:25]3[CH2:27][CH2:26]3)=[CH:15][C:16]([C:19]3[N:21]=[C:7]([C:4]4([C:1]([NH2:2])=[O:3])[CH2:5][CH2:6]4)[O:9][N:20]=3)=[N:17][CH:18]=2)[CH2:12][CH2:11]1, predict the reactants needed to synthesize it. The reactants are: [C:1]([C:4]1([C:7]([OH:9])=O)[CH2:6][CH2:5]1)(=[O:3])[NH2:2].[CH:10]1([C:13]2[C:14]([O:23][CH2:24][CH:25]3[CH2:27][CH2:26]3)=[CH:15][C:16]([C:19](=[N:21]O)[NH2:20])=[N:17][CH:18]=2)[CH2:12][CH2:11]1. (4) Given the product [OH:29][CH2:28][C:24]1[CH:25]=[C:26]2[C:21](=[CH:22][CH:23]=1)[CH2:20][N:19]([C:17]([NH:16][C:13]1[CH:14]=[CH:15][C:10]([C:8](=[O:9])[NH:7][CH2:4][CH2:5][CH3:6])=[CH:11][CH:12]=1)=[O:18])[CH2:27]2, predict the reactants needed to synthesize it. The reactants are: [Cl-].[Ca+2].[Cl-].[CH2:4]([NH:7][C:8]([C:10]1[CH:15]=[CH:14][C:13]([NH:16][C:17]([N:19]2[CH2:27][C:26]3[C:21](=[CH:22][CH:23]=[C:24]([C:28](OC)=[O:29])[CH:25]=3)[CH2:20]2)=[O:18])=[CH:12][CH:11]=1)=[O:9])[CH2:5][CH3:6].[BH4-].[Na+].